From a dataset of Forward reaction prediction with 1.9M reactions from USPTO patents (1976-2016). Predict the product of the given reaction. (1) Given the reactants C(OC[C@H]1OC(=O)C[C@@H]1C1OCCO1)(=O)C.[H-].[H-].[H-].[H-].[Li+].[Al+3].O1CCO[CH:24]1[C@@H:28]([CH2:33][CH2:34][OH:35])[C@H:29]([OH:32])[CH2:30][OH:31].C(CO)C, predict the reaction product. The product is: [OH:32][C@H:29]1[C@H:28]2[C@H:24]([O:35][CH2:34][CH2:33]2)[O:31][CH2:30]1. (2) Given the reactants [C:1]([NH:18][CH:19]([CH2:22][OH:23])[CH2:20][OH:21])(=O)[CH2:2][CH2:3][CH2:4][CH2:5][CH2:6][CH2:7][CH2:8][CH2:9][CH2:10][CH2:11][CH2:12][CH2:13][CH2:14][CH2:15][CH3:16].[H-].[H-].[H-].[H-].[Li+].[Al+3], predict the reaction product. The product is: [CH2:1]([NH:18][CH:19]([CH2:20][OH:21])[CH2:22][OH:23])[CH2:2][CH2:3][CH2:4][CH2:5][CH2:6][CH2:7][CH2:8][CH2:9][CH2:10][CH2:11][CH2:12][CH2:13][CH2:14][CH2:15][CH3:16]. (3) Given the reactants [C:1]([N:4]1[C:13]2[C:8](=[CH:9][CH:10]=[C:11]([F:14])[CH:12]=2)[C@H:7]([NH:15]C(=O)OCC2C=CC=CC=2)[C@@H:6]([CH3:26])[C@@H:5]1[CH:27]1[CH2:29][CH2:28]1)(=[O:3])[CH3:2].[H][H], predict the reaction product. The product is: [NH2:15][C@H:7]1[C:8]2[C:13](=[CH:12][C:11]([F:14])=[CH:10][CH:9]=2)[N:4]([C:1](=[O:3])[CH3:2])[C@@H:5]([CH:27]2[CH2:29][CH2:28]2)[C@@H:6]1[CH3:26]. (4) The product is: [NH2:5][C:6]1[CH:11]=[C:10]([OH:12])[CH:9]=[CH:8][C:7]=1[S:13]([NH:14][C:15]1[CH:16]=[CH:17][C:18]2[CH2:22][O:21][B:20]([OH:23])[C:19]=2[CH:24]=1)(=[O:25])=[O:26]. Given the reactants FC(F)(F)C([NH:5][C:6]1[CH:11]=[C:10]([OH:12])[CH:9]=[CH:8][C:7]=1[S:13](=[O:26])(=[O:25])[NH:14][C:15]1[CH:16]=[CH:17][C:18]2[CH2:22][O:21][B:20]([OH:23])[C:19]=2[CH:24]=1)=O.[OH-].[Na+].Cl, predict the reaction product. (5) Given the reactants [N:1]1([C:7]2[N:8]=[C:9]([CH2:14][C:15]([O-:17])=O)[NH:10][C:11](=[O:13])[CH:12]=2)[CH2:6][CH2:5][O:4][CH2:3][CH2:2]1.[Na+].[CH3:19][CH:20]1[CH2:28][C:27]2[C:22](=[CH:23][C:24]([F:29])=[CH:25][CH:26]=2)[NH:21]1, predict the reaction product. The product is: [F:29][C:24]1[CH:23]=[C:22]2[C:27]([CH2:28][CH:20]([CH3:19])[N:21]2[C:15](=[O:17])[CH2:14][C:9]2[NH:10][C:11](=[O:13])[CH:12]=[C:7]([N:1]3[CH2:2][CH2:3][O:4][CH2:5][CH2:6]3)[N:8]=2)=[CH:26][CH:25]=1. (6) Given the reactants Br[C:2]1[N:3]=[C:4]([C:9]2[CH:14]=[CH:13][C:12]([F:15])=[CH:11][CH:10]=2)[C:5]([NH2:8])=[N:6][CH:7]=1.[C:16]([O:19][CH2:20]C)(=[O:18])C.ClCCl.[C]=O, predict the reaction product. The product is: [CH3:20][O:19][C:16]([C:2]1[CH:7]=[N:6][C:5]([NH2:8])=[C:4]([C:9]2[CH:14]=[CH:13][C:12]([F:15])=[CH:11][CH:10]=2)[N:3]=1)=[O:18]. (7) The product is: [CH2:1]([NH:8][C:9]([C:11]1[S:15][C:14]([C:16]2[CH:20]=[CH:19][N:18]([CH2:29][CH2:28][O:27][C:26]3[CH:31]=[CH:32][C:23]([F:22])=[CH:24][CH:25]=3)[N:17]=2)=[N:13][C:12]=1[CH3:21])=[O:10])[C:2]1[CH:3]=[CH:4][CH:5]=[CH:6][CH:7]=1. Given the reactants [CH2:1]([NH:8][C:9]([C:11]1[S:15][C:14]([C:16]2[NH:17][N:18]=[CH:19][CH:20]=2)=[N:13][C:12]=1[CH3:21])=[O:10])[C:2]1[CH:7]=[CH:6][CH:5]=[CH:4][CH:3]=1.[F:22][C:23]1[CH:32]=[CH:31][C:26]([O:27][CH2:28][CH2:29]Br)=[CH:25][CH:24]=1.C(=O)([O-])[O-].[K+].[K+], predict the reaction product.